Dataset: Full USPTO retrosynthesis dataset with 1.9M reactions from patents (1976-2016). Task: Predict the reactants needed to synthesize the given product. (1) Given the product [C:1]([O:5][C:6](=[O:7])[NH:8][C@H:9]([CH2:10][N:20]=[N+:21]=[N-:22])[CH2:16][CH:17]([CH3:19])[CH3:18])([CH3:4])([CH3:3])[CH3:2], predict the reactants needed to synthesize it. The reactants are: [C:1]([O:5][C:6]([NH:8][C@@H:9]([CH2:16][CH:17]([CH3:19])[CH3:18])[CH2:10]OS(C)(=O)=O)=[O:7])([CH3:4])([CH3:3])[CH3:2].[N-:20]=[N+:21]=[N-:22].[Na+]. (2) Given the product [C:46]([C:43]1[N:44]=[CH:45][C:40]([C:2]2[CH:3]=[C:4]3[C:9](=[CH:10][CH:11]=2)[N:8]=[CH:7][C:6]([C:12]([CH:14]2[CH2:16][CH2:15]2)=[O:13])=[C:5]3[NH:17][C@H:18]2[CH2:19][CH2:20][C@H:21]([NH:24][C:25](=[O:31])[O:26][C:27]([CH3:30])([CH3:28])[CH3:29])[CH2:22][CH2:23]2)=[CH:41][N:42]=1)#[N:47], predict the reactants needed to synthesize it. The reactants are: Br[C:2]1[CH:3]=[C:4]2[C:9](=[CH:10][CH:11]=1)[N:8]=[CH:7][C:6]([C:12]([CH:14]1[CH2:16][CH2:15]1)=[O:13])=[C:5]2[NH:17][C@H:18]1[CH2:23][CH2:22][C@H:21]([NH:24][C:25](=[O:31])[O:26][C:27]([CH3:30])([CH3:29])[CH3:28])[CH2:20][CH2:19]1.CC1(C)C(C)(C)OB([C:40]2[CH:41]=[N:42][C:43]([C:46]#[N:47])=[N:44][CH:45]=2)O1.